This data is from NCI-60 drug combinations with 297,098 pairs across 59 cell lines. The task is: Regression. Given two drug SMILES strings and cell line genomic features, predict the synergy score measuring deviation from expected non-interaction effect. Drug 1: CCN(CC)CCNC(=O)C1=C(NC(=C1C)C=C2C3=C(C=CC(=C3)F)NC2=O)C. Drug 2: C1CCC(C(C1)[NH-])[NH-].C(=O)(C(=O)[O-])[O-].[Pt+4]. Cell line: OVCAR3. Synergy scores: CSS=16.0, Synergy_ZIP=-6.22, Synergy_Bliss=-3.10, Synergy_Loewe=-4.51, Synergy_HSA=-1.32.